Dataset: Full USPTO retrosynthesis dataset with 1.9M reactions from patents (1976-2016). Task: Predict the reactants needed to synthesize the given product. (1) Given the product [OH:1][C@H:2]1[CH2:7][CH2:6][C@H:5]([NH:8][C:9]2[N:18]=[CH:17][C:16]3[C:11](=[C:12]([O:20][CH2:21][C:22]([NH:26][CH3:25])=[O:23])[C:13]([CH3:19])=[CH:14][CH:15]=3)[N:10]=2)[CH2:4][CH2:3]1, predict the reactants needed to synthesize it. The reactants are: [OH:1][C@H:2]1[CH2:7][CH2:6][C@H:5]([NH:8][C:9]2[N:18]=[CH:17][C:16]3[C:11](=[C:12]([O:20][CH2:21][C:22](O)=[O:23])[C:13]([CH3:19])=[CH:14][CH:15]=3)[N:10]=2)[CH2:4][CH2:3]1.[CH3:25][N:26]1CCOCC1.Cl.CN.C1C=CC2N(O)N=NC=2C=1.CCN=C=NCCCN(C)C.Cl. (2) Given the product [NH2:12][CH2:15][C:16]1[C:24]2[C:19](=[CH:20][CH:21]=[C:22]([Cl:25])[CH:23]=2)[NH:18][N:17]=1, predict the reactants needed to synthesize it. The reactants are: C1COCC1.[H-].[H-].[H-].[H-].[Li+].[Al+3].[N:12]([CH2:15][C:16]1[C:24]2[C:19](=[CH:20][CH:21]=[C:22]([Cl:25])[CH:23]=2)[NH:18][N:17]=1)=[N+]=[N-]. (3) Given the product [CH3:3][O:4][C:5]1[CH:6]=[C:7]2[C:16](=[CH:17][CH:18]=1)[N:15]=[CH:14][C:13]1[O:12][CH2:11][CH:10]([N:19]3[CH:23]=[C:22]([NH2:24])[CH:21]=[N:20]3)[CH2:9][C:8]2=1, predict the reactants needed to synthesize it. The reactants are: [Cl-].[NH4+].[CH3:3][O:4][C:5]1[CH:6]=[C:7]2[C:16](=[CH:17][CH:18]=1)[N:15]=[CH:14][C:13]1[O:12][CH2:11][CH:10]([N:19]3[CH:23]=[C:22]([N+:24]([O-])=O)[CH:21]=[N:20]3)[CH2:9][C:8]2=1. (4) Given the product [C:1]([O:5][C:6]([N:8]1[CH2:9][CH2:10][CH:11]([CH2:14][S:27][CH3:26])[CH2:12][CH2:13]1)=[O:7])([CH3:2])([CH3:3])[CH3:4], predict the reactants needed to synthesize it. The reactants are: [C:1]([O:5][C:6]([N:8]1[CH2:13][CH2:12][CH:11]([CH2:14]OS(C2C=CC(C)=CC=2)(=O)=O)[CH2:10][CH2:9]1)=[O:7])([CH3:4])([CH3:3])[CH3:2].[CH3:26][S-:27].[Na+]. (5) Given the product [N:31]1([C:22](=[O:23])[CH2:21][CH2:20][CH2:19][CH2:18][CH2:17][N:5]2[C:6]3[C:15]4[CH:14]=[CH:13][CH:12]=[CH:11][C:10]=4[N:9]=[CH:8][C:7]=3[N:16]=[C:4]2[CH2:1][CH2:2][CH3:3])[CH2:36][CH2:35][O:34][CH2:33][CH2:32]1, predict the reactants needed to synthesize it. The reactants are: [CH2:1]([C:4]1[N:5]([CH2:17][CH2:18][CH2:19][CH2:20][CH2:21][C:22](O)=[O:23])[C:6]2[C:15]3[CH:14]=[CH:13][CH:12]=[CH:11][C:10]=3[N:9]=[CH:8][C:7]=2[N:16]=1)[CH2:2][CH3:3].C(Cl)(=O)C(Cl)=O.[NH:31]1[CH2:36][CH2:35][O:34][CH2:33][CH2:32]1. (6) Given the product [Cl:16][C:17]1[C:18](=[O:23])[CH:19]=[CH:20]/[C:21](=[N:1]/[C:2]2[C:3](=[O:15])[N:4]([C:9]3[CH:10]=[CH:11][CH:12]=[CH:13][CH:14]=3)[N:5]([CH3:8])[C:6]=2[CH3:7])/[CH:22]=1, predict the reactants needed to synthesize it. The reactants are: [NH2:1][C:2]1[C:3](=[O:15])[N:4]([C:9]2[CH:14]=[CH:13][CH:12]=[CH:11][CH:10]=2)[N:5]([CH3:8])[C:6]=1[CH3:7].[Cl:16][C:17]1[CH:22]=[CH:21][CH:20]=[CH:19][C:18]=1[OH:23].N. (7) Given the product [CH3:25][CH:23]([CH3:24])[CH2:22][S:19]([CH2:18][CH:8]([CH2:9][C:10]([N:12]1[CH2:13][CH2:14][O:15][CH2:16][CH2:17]1)=[O:11])[C:7]([NH:6][C@H:3]([C:2]([C:27]1[N:31]=[C:30]([C:32]2[CH:37]=[CH:36][CH:35]=[CH:34][CH:33]=2)[O:29][N:28]=1)=[O:1])[CH2:4][CH3:5])=[O:26])(=[O:20])=[O:21], predict the reactants needed to synthesize it. The reactants are: [OH:1][CH:2]([C:27]1[N:31]=[C:30]([C:32]2[CH:37]=[CH:36][CH:35]=[CH:34][CH:33]=2)[O:29][N:28]=1)[C@@H:3]([NH:6][C:7](=[O:26])[CH:8]([CH2:18][S:19]([CH2:22][CH:23]([CH3:25])[CH3:24])(=[O:21])=[O:20])[CH2:9][C:10]([N:12]1[CH2:17][CH2:16][O:15][CH2:14][CH2:13]1)=[O:11])[CH2:4][CH3:5].CC(OI1(OC(C)=O)(OC(C)=O)OC(=O)C2C=CC=CC1=2)=O.